Dataset: Catalyst prediction with 721,799 reactions and 888 catalyst types from USPTO. Task: Predict which catalyst facilitates the given reaction. (1) Reactant: [OH:1][N:2]=[C:3]([C:5]1[CH:13]=[CH:12][C:11]2[NH:10][C:9]3[CH:14]([CH2:17][C:18]([O:20][CH2:21][CH3:22])=[O:19])[CH2:15][CH2:16][C:8]=3[C:7]=2[CH:6]=1)[NH2:4].[Br:23][C:24]1[CH:25]=[C:26]([CH:30]=[C:31]([O:33][C:34]([F:37])([F:36])[F:35])[CH:32]=1)[C:27](Cl)=O. Product: [Br:23][C:24]1[CH:25]=[C:26]([C:27]2[O:1][N:2]=[C:3]([C:5]3[CH:13]=[CH:12][C:11]4[NH:10][C:9]5[CH:14]([CH2:17][C:18]([O:20][CH2:21][CH3:22])=[O:19])[CH2:15][CH2:16][C:8]=5[C:7]=4[CH:6]=3)[N:4]=2)[CH:30]=[C:31]([O:33][C:34]([F:35])([F:36])[F:37])[CH:32]=1. The catalyst class is: 38. (2) Reactant: [CH3:1][C:2]1[CH:3]=[C:4]([CH2:9][C:10]([C:20]([O:22][CH2:23][CH3:24])=[O:21])([C:15]([O:17][CH2:18][CH3:19])=[O:16])[CH2:11][C:12](O)=[O:13])[CH:5]=[CH:6][C:7]=1[CH3:8].CN(C(ON1N=NC2C=CC=CC1=2)=[N+](C)C)C.[B-](F)(F)(F)F.C1C=CC2N(O)N=NC=2C=1.C(N(C(C)C)C(C)C)C.[NH:66]1[CH2:71][CH2:70][CH:69]([N:72]2[CH2:81][C:80]3[C:75](=[CH:76][CH:77]=[CH:78][CH:79]=3)[NH:74][C:73]2=[O:82])[CH2:68][CH2:67]1. Product: [CH3:1][C:2]1[CH:3]=[C:4]([CH:5]=[CH:6][C:7]=1[CH3:8])[CH2:9][C:10]([CH2:11][C:12](=[O:13])[N:66]1[CH2:67][CH2:68][CH:69]([N:72]2[CH2:81][C:80]3[C:75](=[CH:76][CH:77]=[CH:78][CH:79]=3)[NH:74][C:73]2=[O:82])[CH2:70][CH2:71]1)([C:20]([O:22][CH2:23][CH3:24])=[O:21])[C:15]([O:17][CH2:18][CH3:19])=[O:16]. The catalyst class is: 90. (3) Reactant: [F:1][C:2]1[CH:7]=[CH:6][CH:5]=[C:4]([F:8])[C:3]=1[N:9]1[C:14]2[N:15]=[C:16](S(C)=O)[N:17]=[C:18]([C:19]3[CH:20]=[C:21]([CH:32]=[CH:33][C:34]=3[CH3:35])[C:22]([NH:24][C:25]3[CH:30]=[CH:29][C:28]([F:31])=[CH:27][CH:26]=3)=[O:23])[C:13]=2[CH:12]=[CH:11][C:10]1=[O:39].[CH3:40][NH:41][CH2:42][CH2:43][NH2:44]. Product: [NH2:44][CH2:43][CH2:42][N:41]([CH3:40])[C:16]1[N:17]=[C:18]([C:19]2[CH:20]=[C:21]([CH:32]=[CH:33][C:34]=2[CH3:35])[C:22]([NH:24][C:25]2[CH:30]=[CH:29][C:28]([F:31])=[CH:27][CH:26]=2)=[O:23])[C:13]2[CH:12]=[CH:11][C:10](=[O:39])[N:9]([C:3]3[C:2]([F:1])=[CH:7][CH:6]=[CH:5][C:4]=3[F:8])[C:14]=2[N:15]=1. The catalyst class is: 1. (4) Reactant: C([CH:4]1[O:9][CH:8]([CH2:10][O:11][C:12](=O)[CH3:13])[CH:7]([O:15][CH2:16][C:17]2[CH:22]=[CH:21][CH:20]=[CH:19][CH:18]=2)[CH:6]([O:23][CH2:24][C:25]2[CH:30]=[CH:29][CH:28]=[CH:27][CH:26]=2)[CH:5]1[O:31][CH2:32][C:33]1[CH:38]=[CH:37][CH:36]=[CH:35][CH:34]=1)C=C.[OH2:39].CCCCCCCC(C([NH3+])(C(CCCCCCC)=O)C(CCCCCCC)=O)=O.[Cl-].[Mn]([O-])(=O)(=O)=O.[K+].[C:76]([OH:79])(=[O:78])[CH3:77]. Product: [C:12]([O:11][CH2:10][CH:8]1[O:9][CH:4]([CH2:77][C:76]([OH:79])=[O:78])[CH:5]([O:31][CH2:32][C:33]2[CH:38]=[CH:37][CH:36]=[CH:35][CH:34]=2)[CH:6]([O:23][CH2:24][C:25]2[CH:26]=[CH:27][CH:28]=[CH:29][CH:30]=2)[CH:7]1[O:15][CH2:16][C:17]1[CH:22]=[CH:21][CH:20]=[CH:19][CH:18]=1)(=[O:39])[CH3:13]. The catalyst class is: 4. (5) Reactant: [O-][N+:2]1[C:11]2[CH:10]=[C:9]([O:12][CH2:13][CH2:14][NH:15][C:16](=[O:22])[O:17][C:18]([CH3:21])([CH3:20])[CH3:19])[CH:8]=[CH:7][C:6]=2[C:5]2[S:23][C:24]([CH2:26][CH2:27][CH3:28])=[N:25][C:4]=2[CH:3]=1.[OH-].[NH4+:30].C1(C)C=CC(S(Cl)(=O)=O)=CC=1. Product: [NH2:30][C:3]1[C:4]2[N:25]=[C:24]([CH2:26][CH2:27][CH3:28])[S:23][C:5]=2[C:6]2[CH:7]=[CH:8][C:9]([O:12][CH2:13][CH2:14][NH:15][C:16](=[O:22])[O:17][C:18]([CH3:21])([CH3:20])[CH3:19])=[CH:10][C:11]=2[N:2]=1. The catalyst class is: 26.